From a dataset of Catalyst prediction with 721,799 reactions and 888 catalyst types from USPTO. Predict which catalyst facilitates the given reaction. Reactant: [CH3:1][C@H:2]1[NH:7][C@@H:6]([CH3:8])[CH2:5][N:4]([C:9]2[N:14]=[C:13]([NH2:15])[C:12]([O:16][CH3:17])=[CH:11][CH:10]=2)[CH2:3]1.[Br:18][C:19]1[CH:24]=[CH:23][C:22]([S:25](Cl)(=[O:27])=[O:26])=[C:21]([Cl:29])[CH:20]=1. Product: [Br:18][C:19]1[CH:24]=[CH:23][C:22]([S:25]([NH:15][C:13]2[C:12]([O:16][CH3:17])=[CH:11][CH:10]=[C:9]([N:4]3[CH2:3][C@H:2]([CH3:1])[NH:7][C@H:6]([CH3:8])[CH2:5]3)[N:14]=2)(=[O:26])=[O:27])=[C:21]([Cl:29])[CH:20]=1. The catalyst class is: 529.